This data is from Forward reaction prediction with 1.9M reactions from USPTO patents (1976-2016). The task is: Predict the product of the given reaction. (1) Given the reactants Cl[C:2]1[C:11]2[C:6](=[CH:7][CH:8]=[C:9]([C:12]#[CH:13])[CH:10]=2)[N:5]=[C:4]([N:14]2[CH2:20][C:19]3[CH:21]=[CH:22][CH:23]=[CH:24][C:18]=3[S:17](=[O:26])(=[O:25])[CH2:16][CH2:15]2)[CH:3]=1.[CH2:27]([NH2:31])[CH2:28][CH2:29][NH2:30], predict the reaction product. The product is: [O:25]=[S:17]1(=[O:26])[C:18]2[CH:24]=[CH:23][CH:22]=[CH:21][C:19]=2[CH2:20][N:14]([C:4]2[CH:3]=[C:2]([NH:30][CH2:29][CH2:28][CH2:27][NH2:31])[C:11]3[C:6](=[CH:7][CH:8]=[C:9]([C:12]#[CH:13])[CH:10]=3)[N:5]=2)[CH2:15][CH2:16]1. (2) Given the reactants [CH3:1][C:2]1[CH:3]=[C:4]([CH:26]=[CH:27][C:28]=1[CH3:29])[CH2:5][N:6]1[C:10]([CH3:11])=[C:9]([CH2:12][CH2:13][CH2:14][C:15]2[CH:20]=[CH:19][C:18]([OH:21])=[CH:17][CH:16]=2)[N:8]([CH2:22][CH2:23][CH3:24])[C:7]1=[O:25].Br[C:31]([CH3:38])([CH3:37])[C:32]([O:34][CH2:35][CH3:36])=[O:33].[O-]S([O-])(=O)=O.[Mg+2].C([O-])([O-])=O.[K+].[K+], predict the reaction product. The product is: [CH2:35]([O:34][C:32](=[O:33])[C:31]([O:21][C:18]1[CH:17]=[CH:16][C:15]([CH2:14][CH2:13][CH2:12][C:9]2[N:8]([CH2:22][CH2:23][CH3:24])[C:7](=[O:25])[N:6]([CH2:5][C:4]3[CH:26]=[CH:27][C:28]([CH3:29])=[C:2]([CH3:1])[CH:3]=3)[C:10]=2[CH3:11])=[CH:20][CH:19]=1)([CH3:38])[CH3:37])[CH3:36].